Predict the reactants needed to synthesize the given product. From a dataset of Full USPTO retrosynthesis dataset with 1.9M reactions from patents (1976-2016). (1) The reactants are: [CH2:1]([C:3]1[C:8](=[O:9])[N:7]2[N:10]=[CH:11][C:12]([C:13]#[N:14])=[C:6]2[NH:5][C:4]=1[CH2:15]O)[CH3:2].C1C=CC(P(C2C=CC=CC=2)C2C=CC=CC=2)=CC=1.C(Br)(Br)(Br)[Br:37]. Given the product [Br:37][CH2:15][C:4]1[NH:5][C:6]2[N:7]([N:10]=[CH:11][C:12]=2[C:13]#[N:14])[C:8](=[O:9])[C:3]=1[CH2:1][CH3:2], predict the reactants needed to synthesize it. (2) Given the product [CH:1]1([C:9]2[CH:10]=[CH:11][C:12]([CH:15]=[CH:16][CH:17]3[CH2:63][O:58][C:40]4([CH2:45][CH2:44][CH2:43][CH2:42][CH2:41]4)[O:46][O:18]3)=[CH:13][CH:14]=2)[CH2:2][CH2:3][CH2:4][CH2:5][CH2:6][CH2:7][CH2:8]1, predict the reactants needed to synthesize it. The reactants are: [CH:1]1([C:9]2[CH:14]=[CH:13][C:12]([C:15](C)=[CH:16][CH2:17][OH:18])=[CH:11][CH:10]=2)[CH2:8][CH2:7][CH2:6][CH2:5][CH2:4][CH2:3][CH2:2]1.CN(C1C=CC2N=C3C(=CC(C=C3)=[N+](C)C)SC=2C=1)C.[C:40]1(=[O:46])[CH2:45][CH2:44][CH2:43][CH2:42][CH2:41]1.C1(C)C=CC(S(O)(=O)=O)=CC=1.[O:58]1[CH2:63]CCOO1. (3) The reactants are: [F:1][C:2]([F:18])([F:17])[C:3]1[CH:8]=[CH:7][C:6]([CH2:9][NH2:10])=[C:5]([N:11]2[CH2:16][CH2:15][CH2:14][CH2:13][CH2:12]2)[CH:4]=1.ClC(Cl)(O[C:23](=[O:29])[O:24][C:25](Cl)(Cl)Cl)Cl.[N-:31]=[C:32]=[O:33]. Given the product [F:18][C:2]([F:1])([F:17])[C:3]1[CH:8]=[CH:7][C:6]([CH2:9][NH:10][C:32]([NH:31][C:3]2[C:25]3[O:24][C:23](=[O:29])[NH:10][C:9]=3[CH:6]=[CH:5][CH:4]=2)=[O:33])=[C:5]([N:11]2[CH2:16][CH2:15][CH2:14][CH2:13][CH2:12]2)[CH:4]=1, predict the reactants needed to synthesize it. (4) Given the product [C:1]12([CH2:11][O:12][C:13]3[CH:20]=[CH:19][C:16]([C:17]([NH2:18])=[O:30])=[CH:15][C:14]=3[C:21]3[C:22]([O:27][CH3:28])=[N:23][CH:24]=[CH:25][CH:26]=3)[CH2:8][CH:7]3[CH2:6][CH:5]([CH2:4][CH:3]([CH2:9]3)[CH2:2]1)[CH2:10]2, predict the reactants needed to synthesize it. The reactants are: [C:1]12([CH2:11][O:12][C:13]3[CH:20]=[CH:19][C:16]([C:17]#[N:18])=[CH:15][C:14]=3[C:21]3[C:22]([O:27][CH3:28])=[N:23][CH:24]=[CH:25][CH:26]=3)[CH2:10][CH:5]3[CH2:6][CH:7]([CH2:9][CH:3]([CH2:4]3)[CH2:2]1)[CH2:8]2.C(=O)([O-])[O-:30].[K+].[K+].OO. (5) Given the product [CH:10]1[C:6]([N+:7]([O-:9])=[O:8])=[C:20]([NH2:5])[C:16]([N+:17]([O-:19])=[O:18])=[CH:15][C:11]=1[N+:12]([O-:14])=[O:13], predict the reactants needed to synthesize it. The reactants are: C([O-])(=O)C.[NH4+:5].[C:6]1([C:20]([O-])=[C:16]([N+:17]([O-:19])=[O:18])[CH:15]=[C:11]([N+:12]([O-:14])=[O:13])[CH:10]=1)[N+:7]([O-:9])=[O:8].[NH4+].O. (6) The reactants are: [CH3:1][O:2][C:3]1[CH:4]=[C:5]2[C:10](=[CH:11][C:12]=1[O:13][CH3:14])[N:9]=[CH:8][CH:7]=[C:6]2[O:15][C:16]1[C:22]([CH3:23])=[CH:21][C:19]([NH2:20])=[C:18]([CH3:24])[CH:17]=1.Cl[C:26](Cl)([O:28][C:29](=[O:35])OC(Cl)(Cl)Cl)Cl.[CH:37]1([CH2:43]CO)[CH2:42][CH2:41][CH2:40][CH2:39][CH2:38]1.C(=O)(O)[O-].[Na+]. Given the product [CH3:1][O:2][C:3]1[CH:4]=[C:5]2[C:10](=[CH:11][C:12]=1[O:13][CH3:14])[N:9]=[CH:8][CH:7]=[C:6]2[O:15][C:16]1[C:22]([CH3:23])=[CH:21][C:19]([NH:20][C:29](=[O:35])[O:28][CH2:26][CH2:43][CH:37]2[CH2:42][CH2:41][CH2:40][CH2:39][CH2:38]2)=[C:18]([CH3:24])[CH:17]=1, predict the reactants needed to synthesize it.